From a dataset of NCI-60 drug combinations with 297,098 pairs across 59 cell lines. Regression. Given two drug SMILES strings and cell line genomic features, predict the synergy score measuring deviation from expected non-interaction effect. Drug 1: C1=CC(=C2C(=C1NCCNCCO)C(=O)C3=C(C=CC(=C3C2=O)O)O)NCCNCCO. Drug 2: N.N.Cl[Pt+2]Cl. Cell line: HCT-15. Synergy scores: CSS=35.7, Synergy_ZIP=-8.63, Synergy_Bliss=-8.44, Synergy_Loewe=-51.6, Synergy_HSA=-10.1.